Dataset: Reaction yield outcomes from USPTO patents with 853,638 reactions. Task: Predict the reaction yield, written as a fraction of the theoretical maximum amount of product (1.0 means a 100% yield; for example, 0.34 means a 34% yield). (1) The reactants are [NH2:1][CH2:2][CH2:3][C:4]([OH:6])=[O:5].[OH-].[Na+].[CH:9]1([C:15](Cl)=[O:16])[CH2:14][CH2:13][CH2:12][CH2:11][CH2:10]1.Cl. The catalyst is O. The product is [CH:9]1([C:15]([NH:1][CH2:2][CH2:3][C:4]([OH:6])=[O:5])=[O:16])[CH2:14][CH2:13][CH2:12][CH2:11][CH2:10]1. The yield is 0.850. (2) The reactants are [NH2:1][C:2]1[C:3]([O:20][CH3:21])=[CH:4][C:5]([CH:17]([CH3:19])[CH3:18])=[C:6]([CH:16]=1)[O:7][C:8]1[C:9]([NH2:15])=[N:10][C:11]([NH2:14])=[N:12][CH:13]=1.COC1[CH:29]=[CH:28][C:27](OC)=[CH:26]O1.[OH-].[Na+]. The catalyst is CC(O)=O. The product is [CH:17]([C:5]1[CH:4]=[C:3]([O:20][CH3:21])[C:2]([N:1]2[CH:29]=[CH:28][CH:27]=[CH:26]2)=[CH:16][C:6]=1[O:7][C:8]1[C:9]([NH2:15])=[N:10][C:11]([NH2:14])=[N:12][CH:13]=1)([CH3:19])[CH3:18]. The yield is 0.720.